This data is from Forward reaction prediction with 1.9M reactions from USPTO patents (1976-2016). The task is: Predict the product of the given reaction. (1) Given the reactants Cl[C:2]1[CH:3]=[C:4]([N:13](CC2C=CC(OC)=CC=2)[C:14]2[CH:15]=[C:16]([CH:25]=[CH:26][CH:27]=2)[C:17]([NH:19][CH2:20][CH2:21][N:22]([CH3:24])[CH3:23])=[O:18])[C:5]2[N:6]([C:8]([C:11]#[N:12])=[CH:9][N:10]=2)[N:7]=1.[NH2:37][C:38]1[CH:39]=[CH:40][C:41]([CH3:48])=[C:42]([NH:44][C:45](=[O:47])[CH3:46])[CH:43]=1.OP(O)(O)=O, predict the reaction product. The product is: [C:45]([NH:44][C:42]1[CH:43]=[C:38]([NH:37][C:2]2[CH:3]=[C:4]([NH:13][C:14]3[CH:15]=[C:16]([CH:25]=[CH:26][CH:27]=3)[C:17]([NH:19][CH2:20][CH2:21][N:22]([CH3:24])[CH3:23])=[O:18])[C:5]3[N:6]([C:8]([C:11]#[N:12])=[CH:9][N:10]=3)[N:7]=2)[CH:39]=[CH:40][C:41]=1[CH3:48])(=[O:47])[CH3:46]. (2) Given the reactants [C:1]1([S:7]([N:10]2[CH2:15][CH2:14][CH2:13][CH:12]([C:16]([O:18][CH2:19][CH3:20])=[O:17])[CH2:11]2)(=[O:9])=[O:8])[CH:6]=[CH:5][CH:4]=[CH:3][CH:2]=1.[CH3:21][Si](C)(C)[N-][Si](C)(C)C.[Li+].CCCCCC.CI, predict the reaction product. The product is: [CH3:21][C:12]1([C:16]([O:18][CH2:19][CH3:20])=[O:17])[CH2:13][CH2:14][CH2:15][N:10]([S:7]([C:1]2[CH:2]=[CH:3][CH:4]=[CH:5][CH:6]=2)(=[O:9])=[O:8])[CH2:11]1. (3) Given the reactants [Cl:1][C:2]1[CH:7]=[C:6]([N+:8]([O-:10])=[O:9])[C:5]([O:11][CH3:12])=[CH:4][C:3]=1[N:13]1[CH2:18][CH2:17][CH:16]([N:19]2[CH2:24][CH2:23][NH:22][CH2:21][CH2:20]2)[CH2:15][CH2:14]1.[CH3:25][S:26]([CH:29]=[CH2:30])(=[O:28])=[O:27].CS(C)=O, predict the reaction product. The product is: [Cl:1][C:2]1[CH:7]=[C:6]([N+:8]([O-:10])=[O:9])[C:5]([O:11][CH3:12])=[CH:4][C:3]=1[N:13]1[CH2:18][CH2:17][CH:16]([N:19]2[CH2:20][CH2:21][N:22]([CH2:30][CH2:29][S:26]([CH3:25])(=[O:28])=[O:27])[CH2:23][CH2:24]2)[CH2:15][CH2:14]1. (4) Given the reactants [OH:1][C@H:2]1[CH2:6][N:5](C(OC(C)(C)C)=O)[C@H:4]([CH2:14][OH:15])[CH2:3]1.[C:16]([OH:22])([C:18]([F:21])([F:20])[F:19])=[O:17], predict the reaction product. The product is: [OH:15][CH2:14][C@H:4]1[NH:5][CH2:6][C@H:2]([OH:1])[CH2:3]1.[C:16]([OH:22])([C:18]([F:21])([F:20])[F:19])=[O:17]. (5) Given the reactants [N:1]1([C:6]2[CH:7]=[C:8]([C:12](Cl)=[O:13])[CH:9]=[N:10][CH:11]=2)[CH:5]=[CH:4][CH:3]=[CH:2]1.[NH2:15][C:16]1[CH:28]=[C:27]([O:29][C:30]2[CH:35]=[CH:34][CH:33]=[CH:32][CH:31]=2)[CH:26]=[CH:25][C:17]=1[C:18]([O:20][C:21]([CH3:24])([CH3:23])[CH3:22])=[O:19].C(=O)([O-])O.[Na+], predict the reaction product. The product is: [O:29]([C:27]1[CH:26]=[CH:25][C:17]([C:18]([O:20][C:21]([CH3:24])([CH3:22])[CH3:23])=[O:19])=[C:16]([NH:15][C:12]([C:8]2[CH:9]=[N:10][CH:11]=[C:6]([N:1]3[CH:5]=[CH:4][CH:3]=[CH:2]3)[CH:7]=2)=[O:13])[CH:28]=1)[C:30]1[CH:31]=[CH:32][CH:33]=[CH:34][CH:35]=1.